This data is from Full USPTO retrosynthesis dataset with 1.9M reactions from patents (1976-2016). The task is: Predict the reactants needed to synthesize the given product. (1) Given the product [Br:1][C:2]1[C:3]2[O:10][C:12]([C:13]([C:15]3[CH:20]=[CH:19][C:18]([F:21])=[C:17]([Cl:22])[CH:16]=3)=[O:14])=[CH:5][C:4]=2[CH:7]=[CH:8][CH:9]=1, predict the reactants needed to synthesize it. The reactants are: [Br:1][C:2]1[C:3]([OH:10])=[C:4]([CH:7]=[CH:8][CH:9]=1)[CH:5]=O.Br[CH2:12][C:13]([C:15]1[CH:20]=[CH:19][C:18]([F:21])=[C:17]([Cl:22])[CH:16]=1)=[O:14]. (2) Given the product [NH2:26][C:15]1[N:14]=[C:13]([C:12]2[CH:11]=[C:10]3[C:5]([CH2:6][CH2:7][N:8]([C:34]([NH:33][CH:27]4[CH2:32][CH2:31][CH2:30][CH2:29][CH2:28]4)=[O:35])[CH2:9]3)=[CH:4][C:3]=2[CH3:2])[CH:18]=[C:17]([N:19]2[CH2:24][CH2:23][N:22]([CH3:25])[CH2:21][CH2:20]2)[N:16]=1, predict the reactants needed to synthesize it. The reactants are: Cl.[CH3:2][C:3]1[CH:4]=[C:5]2[C:10](=[CH:11][C:12]=1[C:13]1[CH:18]=[C:17]([N:19]3[CH2:24][CH2:23][N:22]([CH3:25])[CH2:21][CH2:20]3)[N:16]=[C:15]([NH2:26])[N:14]=1)[CH2:9][NH:8][CH2:7][CH2:6]2.[CH:27]1([N:33]=[C:34]=[O:35])[CH2:32][CH2:31][CH2:30][CH2:29][CH2:28]1. (3) The reactants are: [Br:1][C:2]1[CH:7]=[C:6]([N+:8]([O-])=O)[CH:5]=[C:4]([S:11]([CH3:14])(=[O:13])=[O:12])[CH:3]=1. Given the product [Br:1][C:2]1[CH:7]=[C:6]([CH:5]=[C:4]([S:11]([CH3:14])(=[O:13])=[O:12])[CH:3]=1)[NH2:8], predict the reactants needed to synthesize it. (4) Given the product [CH2:1]([O:8][C:9]([NH:11][C@H:12]([C:21]([O:23][C:24]([CH3:27])([CH3:26])[CH3:25])=[O:22])[CH2:13][C:14]1[CH:15]=[N:16][C:17]([O:43][CH2:44][CH2:45][C:46]2[CH:51]=[CH:50][CH:49]=[C:48]([N:52]([C:64]([O:65][C:70]([CH3:73])([CH3:72])[CH3:71])=[O:67])[CH3:53])[N:47]=2)=[CH:18][CH:19]=1)=[O:10])[C:2]1[CH:7]=[CH:6][CH:5]=[CH:4][CH:3]=1, predict the reactants needed to synthesize it. The reactants are: [CH2:1]([O:8][C:9]([NH:11][C@H:12]([C:21]([O:23][C:24]([CH3:27])([CH3:26])[CH3:25])=[O:22])[CH2:13][C:14]1[CH:15]=[N:16][C:17](Br)=[CH:18][CH:19]=1)=[O:10])[C:2]1[CH:7]=[CH:6][CH:5]=[CH:4][CH:3]=1.Cl.ClC1C=CC=C(Cl)C=1C(N[C@H](C(OC)=O)CC1C=CC([O:43][CH2:44][CH2:45][C:46]2[CH:51]=[CH:50][CH:49]=[C:48]([NH:52][CH3:53])[N:47]=2)=C(F)C=1)=O.[C:64](=[O:67])([O-])[O-:65].[Cs+].[Cs+].[C:70](P([C:70]([CH3:73])([CH3:72])[CH3:71])C1C=CC2C(=CC=CC=2)C=1C1C2C(=CC=CC=2)C=CC=1)([CH3:73])([CH3:72])[CH3:71]. (5) The reactants are: [CH2:1]([O:3][C:4]1[CH:9]=[C:8]([C:10]([CH3:14])([CH3:13])[CH2:11][OH:12])[CH:7]=[CH:6][C:5]=1[I:15])[CH3:2].[H-].[Na+].I[CH3:19]. Given the product [CH2:1]([O:3][C:4]1[CH:9]=[C:8]([C:10]([CH3:14])([CH3:13])[CH2:11][O:12][CH3:19])[CH:7]=[CH:6][C:5]=1[I:15])[CH3:2], predict the reactants needed to synthesize it.